This data is from Forward reaction prediction with 1.9M reactions from USPTO patents (1976-2016). The task is: Predict the product of the given reaction. (1) Given the reactants N[C:2]1[S:3][C:4]([C:10]([O:12][CH2:13][CH3:14])=[O:11])=[C:5]([CH:7]([CH3:9])[CH3:8])[N:6]=1.B(F)(F)F.CCOCC.N(OC(C)(C)C)=O.N(OCCCC)=O.[Na].[OH-].[Na+], predict the reaction product. The product is: [CH3:9][CH:7]([C:5]1[N:6]=[CH:2][S:3][C:4]=1[C:10]([O:12][CH2:13][CH3:14])=[O:11])[CH3:8]. (2) Given the reactants [CH3:1][N:2]1[C:6]2[CH:7]=[C:8](Br)[CH:9]=[CH:10][C:5]=2[NH:4][C:3]1=[O:12].[N+:13]([C:16]1[CH:17]=[C:18](B(O)O)[CH:19]=[CH:20][CH:21]=1)([O-:15])=[O:14], predict the reaction product. The product is: [CH3:1][N:2]1[C:6]2[CH:7]=[C:8]([C:20]3[CH:19]=[CH:18][CH:17]=[C:16]([N+:13]([O-:15])=[O:14])[CH:21]=3)[CH:9]=[CH:10][C:5]=2[NH:4][C:3]1=[O:12]. (3) Given the reactants [Cl:1][C:2]1[CH:3]=[C:4]([CH:31]=[CH:32][C:33]=1[Cl:34])[CH2:5][N:6]1[CH2:11][CH2:10][O:9][C@@H:8]([CH2:12][NH:13][C:14]([NH:16][CH2:17][CH:18]2[CH2:23][CH2:22][N:21](C(OC(C)(C)C)=O)[CH2:20][CH2:19]2)=[O:15])[CH2:7]1, predict the reaction product. The product is: [ClH:1].[ClH:1].[Cl:1][C:2]1[CH:3]=[C:4]([CH:31]=[CH:32][C:33]=1[Cl:34])[CH2:5][N:6]1[CH2:11][CH2:10][O:9][C@@H:8]([CH2:12][NH:13][C:14]([NH:16][CH2:17][CH:18]2[CH2:23][CH2:22][NH:21][CH2:20][CH2:19]2)=[O:15])[CH2:7]1. (4) The product is: [C:23]([CH:27]1[CH2:32][CH2:31][CH:30]([NH:20][C:19]2[CH:21]=[CH:22][C:16]([O:15][C:6]3[C:5]4[C:10](=[CH:11][C:12]([O:13][CH3:14])=[C:3]([O:2][CH3:1])[CH:4]=4)[N:9]=[CH:8][CH:7]=3)=[CH:17][CH:18]=2)[CH2:29][CH2:28]1)([CH3:26])([CH3:25])[CH3:24]. Given the reactants [CH3:1][O:2][C:3]1[CH:4]=[C:5]2[C:10](=[CH:11][C:12]=1[O:13][CH3:14])[N:9]=[CH:8][CH:7]=[C:6]2[O:15][C:16]1[CH:22]=[CH:21][C:19]([NH2:20])=[CH:18][CH:17]=1.[C:23]([CH:27]1[CH2:32][CH2:31][C:30](=O)[CH2:29][CH2:28]1)([CH3:26])([CH3:25])[CH3:24].C(O[BH-](OC(=O)C)OC(=O)C)(=O)C.[Na+].O, predict the reaction product. (5) Given the reactants [F:1][C:2]1[CH:3]=[CH:4][C:5]([O:10][C:11]2[CH:12]=[C:13]3[C:17](=[CH:18][CH:19]=2)[N:16]([CH2:20][CH2:21][OH:22])[N:15]=[CH:14]3)=[C:6]([CH:9]=1)[C:7]#[N:8].O.N, predict the reaction product. The product is: [NH2:8][CH2:7][C:6]1[CH:9]=[C:2]([F:1])[CH:3]=[CH:4][C:5]=1[O:10][C:11]1[CH:12]=[C:13]2[C:17](=[CH:18][CH:19]=1)[N:16]([CH2:20][CH2:21][OH:22])[N:15]=[CH:14]2. (6) The product is: [C:1]([C:3]1[C:4]([C:18]([NH:28][CH:23]2[CH2:27][CH2:26][CH2:25][CH2:24]2)=[O:20])=[N:5][O:6][C:7]=1[C:8]1[CH:13]=[CH:12][C:11]([C:14]([F:17])([F:15])[F:16])=[CH:10][CH:9]=1)#[N:2]. Given the reactants [C:1]([C:3]1[C:4]([C:18]([O:20]CC)=O)=[N:5][O:6][C:7]=1[C:8]1[CH:13]=[CH:12][C:11]([C:14]([F:17])([F:16])[F:15])=[CH:10][CH:9]=1)#[N:2].[CH:23]1([NH2:28])[CH2:27][CH2:26][CH2:25][CH2:24]1, predict the reaction product. (7) Given the reactants [O:1]=[C:2]1[NH:7][C:6]2[CH:8]=[C:9]([CH2:12][N:13]3[CH2:18][CH2:17][N:16]([C:19]4[CH:27]=[CH:26][C:22]([C:23]([OH:25])=O)=[CH:21][CH:20]=4)[CH2:15][CH2:14]3)[CH:10]=[N:11][C:5]=2[N:4]2[CH2:28][CH2:29][CH2:30][CH2:31][C@@H:3]12.Cl.[CH2:33]([N:35]=C=NCCCN(C)C)C.O.N1(O)C2C=CC=CC=2N=N1.CN1CCOCC1.Cl.CN, predict the reaction product. The product is: [CH3:33][NH:35][C:23](=[O:25])[C:22]1[CH:26]=[CH:27][C:19]([N:16]2[CH2:15][CH2:14][N:13]([CH2:12][C:9]3[CH:10]=[N:11][C:5]4[N:4]5[CH2:28][CH2:29][CH2:30][CH2:31][C@H:3]5[C:2](=[O:1])[NH:7][C:6]=4[CH:8]=3)[CH2:18][CH2:17]2)=[CH:20][CH:21]=1. (8) Given the reactants [H-].[Na+].[OH:3][C:4]1[CH:11]=[CH:10][C:7]([C:8]#[N:9])=[CH:6][CH:5]=1.Br[CH2:13][CH:14]1[CH2:19][CH2:18][N:17]([C:20]([O:22][C:23]([CH3:26])([CH3:25])[CH3:24])=[O:21])[CH2:16][CH2:15]1.O, predict the reaction product. The product is: [C:8]([C:7]1[CH:10]=[CH:11][C:4]([O:3][CH2:13][CH:14]2[CH2:19][CH2:18][N:17]([C:20]([O:22][C:23]([CH3:24])([CH3:26])[CH3:25])=[O:21])[CH2:16][CH2:15]2)=[CH:5][CH:6]=1)#[N:9]. (9) Given the reactants N(C(OCC)=O)=NC(OCC)=O.[OH:13][C:14]12[CH2:23][CH:18]3[CH2:19][CH:20]([CH2:22][CH:16]([CH:17]3[O:24][C:25]([N:27]3[CH2:31][CH2:30][C@H:29](O)[CH2:28]3)=[O:26])[CH2:15]1)[CH2:21]2.[O:33]=[C:34]1[NH:39][CH:38]=[C:37]([C:40]#[N:41])[CH:36]=[CH:35]1.C1(P(C2C=CC=CC=2)C2C=CC=CC=2)C=CC=CC=1, predict the reaction product. The product is: [OH:13][C:14]12[CH2:23][CH:18]3[CH2:19][CH:20]([CH2:22][CH:16]([CH:17]3[O:24][C:25]([N:27]3[CH2:31][CH2:30][C@@H:29]([N:39]4[CH:38]=[C:37]([C:40]#[N:41])[CH:36]=[CH:35][C:34]4=[O:33])[CH2:28]3)=[O:26])[CH2:15]1)[CH2:21]2. (10) Given the reactants [C:1]([NH:7][C:8]1[N:9]=[C:10]2[CH:15]=[CH:14][C:13]([C:16](OC)=[O:17])=[N:12][N:11]2[CH:20]=1)(=[O:6])[C:2]([CH3:5])([CH3:4])[CH3:3].CC(C[AlH]CC(C)C)C.CO, predict the reaction product. The product is: [CH:16]([C:13]1[CH:14]=[CH:15][C:10]2[N:11]([CH:20]=[C:8]([NH:7][C:1](=[O:6])[C:2]([CH3:4])([CH3:3])[CH3:5])[N:9]=2)[N:12]=1)=[O:17].